This data is from Peptide-MHC class II binding affinity with 134,281 pairs from IEDB. The task is: Regression. Given a peptide amino acid sequence and an MHC pseudo amino acid sequence, predict their binding affinity value. This is MHC class II binding data. The peptide sequence is INECTAAAIAYGLDR. The MHC is HLA-DQA10401-DQB10402 with pseudo-sequence HLA-DQA10401-DQB10402. The binding affinity (normalized) is 0.564.